Regression. Given a peptide amino acid sequence and an MHC pseudo amino acid sequence, predict their binding affinity value. This is MHC class I binding data. From a dataset of Peptide-MHC class I binding affinity with 185,985 pairs from IEDB/IMGT. (1) The peptide sequence is EFFMMVLLI. The MHC is HLA-A24:02 with pseudo-sequence HLA-A24:02. The binding affinity (normalized) is 0.314. (2) The peptide sequence is RLAKLTEAI. The MHC is HLA-A02:01 with pseudo-sequence HLA-A02:01. The binding affinity (normalized) is 0.112. (3) The peptide sequence is VIYQYMDDL. The MHC is HLA-A31:01 with pseudo-sequence HLA-A31:01. The binding affinity (normalized) is 0. (4) The peptide sequence is FQFTLHWEL. The MHC is HLA-B48:01 with pseudo-sequence HLA-B48:01. The binding affinity (normalized) is 0.391. (5) The peptide sequence is RRFTQAIYD. The MHC is HLA-A02:03 with pseudo-sequence HLA-A02:03. The binding affinity (normalized) is 0.0847. (6) The peptide sequence is LRKERLAKL. The MHC is HLA-B46:01 with pseudo-sequence HLA-B46:01. The binding affinity (normalized) is 0.0847. (7) The MHC is HLA-A23:01 with pseudo-sequence HLA-A23:01. The binding affinity (normalized) is 0. The peptide sequence is FPQGKAREF. (8) The peptide sequence is GYCLTRWML. The MHC is HLA-A30:01 with pseudo-sequence HLA-A30:01. The binding affinity (normalized) is 0.0847.